From a dataset of Full USPTO retrosynthesis dataset with 1.9M reactions from patents (1976-2016). Predict the reactants needed to synthesize the given product. Given the product [CH2:25]([O:24][C:18](=[O:23])/[CH:19]=[C:20](/[NH:15][C:12]1[CH:13]=[CH:14][C:9]([CH2:8][NH:7][C:6]([O:5][C:1]([CH3:4])([CH3:2])[CH3:3])=[O:17])=[CH:10][C:11]=1[I:16])\[CH3:22])[C:26]1[CH:31]=[CH:30][CH:29]=[CH:28][CH:27]=1, predict the reactants needed to synthesize it. The reactants are: [C:1]([O:5][C:6](=[O:17])[NH:7][CH2:8][C:9]1[CH:14]=[CH:13][C:12]([NH2:15])=[C:11]([I:16])[CH:10]=1)([CH3:4])([CH3:3])[CH3:2].[C:18]([O:24][CH2:25][C:26]1[CH:31]=[CH:30][CH:29]=[CH:28][CH:27]=1)(=[O:23])[CH2:19][C:20]([CH3:22])=O.